This data is from Reaction yield outcomes from USPTO patents with 853,638 reactions. The task is: Predict the reaction yield, written as a fraction of the theoretical maximum amount of product (1.0 means a 100% yield; for example, 0.34 means a 34% yield). (1) The reactants are [Br:1][C:2]1[C:3](Cl)=[N:4][CH:5]=[CH:6][CH:7]=1.[NH:9]1[CH2:14][CH2:13][NH:12][CH2:11][CH2:10]1.Cl.Cl.N1CCNCC1. The catalyst is O. The product is [Br:1][C:2]1[C:3]([N:9]2[CH2:14][CH2:13][NH:12][CH2:11][CH2:10]2)=[N:4][CH:5]=[CH:6][CH:7]=1. The yield is 0.710. (2) The reactants are [CH3:1][O:2][C:3]([C:5]1[S:6][C:7]([Br:14])=[CH:8][C:9]=1[NH:10][CH:11]([CH3:13])[CH3:12])=[O:4].N1C=CC=CC=1.[CH3:21][C@H:22]1[CH2:27][CH2:26][C@H:25]([C:28](Cl)=[O:29])[CH2:24][CH2:23]1. The catalyst is C1(C)C=CC=CC=1.CCOC(C)=O. The product is [CH3:1][O:2][C:3]([C:5]1[S:6][C:7]([Br:14])=[CH:8][C:9]=1[N:10]([CH:11]([CH3:12])[CH3:13])[C:28]([C@H:25]1[CH2:26][CH2:27][C@H:22]([CH3:21])[CH2:23][CH2:24]1)=[O:29])=[O:4]. The yield is 0.440. (3) The reactants are [CH2:1]([O:3][C:4]([C:6]1[N:7]=[C:8]([N:11]2[CH2:14][CH:13]([OH:15])[CH2:12]2)[S:9][CH:10]=1)=[O:5])[CH3:2].[Si:16](Cl)([C:29]([CH3:32])([CH3:31])[CH3:30])([C:23]1[CH:28]=[CH:27][CH:26]=[CH:25][CH:24]=1)[C:17]1[CH:22]=[CH:21][CH:20]=[CH:19][CH:18]=1.N1C=CN=C1.C(O)C. The catalyst is CN(C)C=O. The product is [Si:16]([O:15][CH:13]1[CH2:12][N:11]([C:8]2[S:9][CH:10]=[C:6]([C:4]([O:3][CH2:1][CH3:2])=[O:5])[N:7]=2)[CH2:14]1)([C:29]([CH3:32])([CH3:31])[CH3:30])([C:23]1[CH:24]=[CH:25][CH:26]=[CH:27][CH:28]=1)[C:17]1[CH:22]=[CH:21][CH:20]=[CH:19][CH:18]=1. The yield is 0.860. (4) The reactants are [Br:1][C:2]1[CH:11]=[CH:10][C:9]2[O:8][CH2:7][C:6]3[CH:12]=[C:13]([C:15]([O:17]C)=[O:16])[S:14][C:5]=3[C:4]=2[CH:3]=1.[OH-].[K+]. The catalyst is O1CCCC1.O. The product is [Br:1][C:2]1[CH:11]=[CH:10][C:9]2[O:8][CH2:7][C:6]3[CH:12]=[C:13]([C:15]([OH:17])=[O:16])[S:14][C:5]=3[C:4]=2[CH:3]=1. The yield is 0.930. (5) The reactants are [NH2:1][C:2]1[CH:9]=[CH:8][C:7]([Br:10])=[CH:6][C:3]=1[CH:4]=O.[NH2:11][C:12](N)=[O:13]. No catalyst specified. The product is [Br:10][C:7]1[CH:6]=[C:3]2[C:2](=[CH:9][CH:8]=1)[N:1]=[C:12]([OH:13])[N:11]=[CH:4]2. The yield is 0.890. (6) The reactants are C1COC2C=CC(NC3C(F)=CN=C(NC4C=CC=C(O)C=4)N=3)=CC=2O1.[NH2:27][C:28]1[CH:29]=[C:30]([CH:33]=[CH:34][CH:35]=1)[C:31]#[N:32].[Cl:36][C:37]1[N:42]=[C:41](Cl)[C:40]([F:44])=[CH:39][N:38]=1. No catalyst specified. The product is [Cl:36][C:37]1[N:42]=[C:41]([NH:27][C:28]2[CH:35]=[CH:34][CH:33]=[C:30]([C:31]#[N:32])[CH:29]=2)[C:40]([F:44])=[CH:39][N:38]=1. The yield is 0.860. (7) The reactants are [O:1]=[C:2]1[NH:7][CH2:6][CH2:5][N:4]([C:8]([O:10][C:11]([CH3:14])([CH3:13])[CH3:12])=[O:9])[CH2:3]1.I[C:16]1[CH:17]=[CH:18][C:19]([NH2:22])=[N:20][CH:21]=1.CN[C@@H]1CCCC[C@H]1NC.[O-]P([O-])([O-])=O.[K+].[K+].[K+]. The catalyst is O1CCOCC1.[Cu]I. The product is [NH2:22][C:19]1[N:20]=[CH:21][C:16]([N:7]2[CH2:6][CH2:5][N:4]([C:8]([O:10][C:11]([CH3:14])([CH3:13])[CH3:12])=[O:9])[CH2:3][C:2]2=[O:1])=[CH:17][CH:18]=1. The yield is 0.340. (8) The reactants are [CH3:1][C:2]1[C:7]2[N:8]([CH2:12][CH2:13][S:14][CH3:15])[C:9](=[O:11])[NH:10][C:6]=2[CH:5]=[CH:4][CH:3]=1.C(N(CC)CC)C.Cl[C:24](OC1C=CC([N+]([O-])=O)=CC=1)=[O:25].[NH2:36][C@H:37]([C:42]([NH2:44])=[O:43])[C:38]([CH3:41])([CH3:40])[CH3:39]. The catalyst is ClCCCl. The product is [NH2:44][C:42]([C@@H:37]([NH:36][C:24]([N:10]1[C:6]2[CH:5]=[CH:4][CH:3]=[C:2]([CH3:1])[C:7]=2[N:8]([CH2:12][CH2:13][S:14][CH3:15])[C:9]1=[O:11])=[O:25])[C:38]([CH3:41])([CH3:40])[CH3:39])=[O:43]. The yield is 0.870. (9) The reactants are [C:1]([N:18]=[C:19]=[S:20])(=[O:17])[O:2][CH2:3][CH:4]1[C:16]2[CH:15]=[CH:14][CH:13]=[CH:12][C:11]=2[C:10]2[C:5]1=[CH:6][CH:7]=[CH:8][CH:9]=2.[NH2:21][C:22]([C:29]1[S:30][CH:31]=[C:32]([Br:34])[CH:33]=1)([CH3:28])[CH2:23][C:24](=[CH2:27])[CH2:25][OH:26]. The catalyst is C1COCC1.CCOC(C)=O. The product is [Br:34][C:32]1[CH:33]=[C:29]([C:22]([NH:21][C:19]([NH:18][C:1](=[O:17])[O:2][CH2:3][CH:4]2[C:5]3[CH:6]=[CH:7][CH:8]=[CH:9][C:10]=3[C:11]3[C:16]2=[CH:15][CH:14]=[CH:13][CH:12]=3)=[S:20])([CH3:28])[CH2:23][C:24]([CH2:25][OH:26])=[CH2:27])[S:30][CH:31]=1. The yield is 0.520. (10) The reactants are [C:1]([C:5]1[NH:6][C:7]2[C:12]([CH:13]=1)=[C:11]([F:14])[C:10]([N+:15]([O-])=O)=[CH:9][CH:8]=2)([CH3:4])([CH3:3])[CH3:2].[BH4-].[Na+].O. The catalyst is CO.Cl[Ni]Cl. The product is [C:1]([C:5]1[NH:6][C:7]2[C:12]([CH:13]=1)=[C:11]([F:14])[C:10]([NH2:15])=[CH:9][CH:8]=2)([CH3:4])([CH3:2])[CH3:3]. The yield is 0.500.